Dataset: Forward reaction prediction with 1.9M reactions from USPTO patents (1976-2016). Task: Predict the product of the given reaction. (1) Given the reactants [Cl:1][C:2]1[CH:3]=[N:4][CH:5]=[C:6]([CH:11]=1)[C:7]([NH:9][NH2:10])=[O:8].[Cl:12][C:13]1[CH:14]=[CH:15][C:16]([OH:22])=[C:17]([C:19](=O)[CH3:20])[CH:18]=1, predict the reaction product. The product is: [Cl:1][C:2]1[CH:3]=[N:4][CH:5]=[C:6]([CH:11]=1)[C:7]([NH:9]/[N:10]=[C:19](/[C:17]1[CH:18]=[C:13]([Cl:12])[CH:14]=[CH:15][C:16]=1[OH:22])\[CH3:20])=[O:8]. (2) Given the reactants [CH3:1][C:2]1[N:3]=[C:4]([NH2:8])[S:5][C:6]=1[CH3:7].[CH2:9]([Br:12])[C:10]#[CH:11], predict the reaction product. The product is: [BrH:12].[CH3:1][C:2]1[N:3]([CH2:11][C:10]#[CH:9])[C:4](=[NH:8])[S:5][C:6]=1[CH3:7]. (3) Given the reactants [OH-:1].[Na+].[CH:3]([C:6]1[C:7]([O:39][CH2:40][O:41][CH3:42])=[CH:8][C:9]([O:35][CH2:36][O:37][CH3:38])=[C:10]([C:12]2[N:16]([C:17]3[CH:22]=[CH:21][C:20]([CH2:23][N:24]4[CH2:29][CH2:28][N:27]([CH3:30])[CH2:26][CH2:25]4)=[CH:19][CH:18]=3)[C:15](S(C)(=O)=O)=[N:14][N:13]=2)[CH:11]=1)([CH3:5])[CH3:4], predict the reaction product. The product is: [CH:3]([C:6]1[C:7]([O:39][CH2:40][O:41][CH3:42])=[CH:8][C:9]([O:35][CH2:36][O:37][CH3:38])=[C:10]([C:12]2[N:16]([C:17]3[CH:22]=[CH:21][C:20]([CH2:23][N:24]4[CH2:29][CH2:28][N:27]([CH3:30])[CH2:26][CH2:25]4)=[CH:19][CH:18]=3)[C:15](=[O:1])[NH:14][N:13]=2)[CH:11]=1)([CH3:5])[CH3:4]. (4) Given the reactants [CH2:1]([NH:8][CH2:9][CH2:10][O:11][CH2:12][CH2:13][O:14][CH2:15][CH2:16][O:17][C:18]#[C:19][CH3:20])[C:2]1[CH:7]=[CH:6][CH:5]=[CH:4][CH:3]=1.[C:21]([Cl:24])(=[O:23])N, predict the reaction product. The product is: [CH2:1]([N:8]([CH2:9][CH2:10][O:11][CH2:12][CH2:13][O:14][CH2:15][CH2:16][O:17][C:18]#[C:19][CH3:20])[C:21]([Cl:24])=[O:23])[C:2]1[CH:7]=[CH:6][CH:5]=[CH:4][CH:3]=1. (5) Given the reactants [Cl:1][C:2]1[CH:3]=[C:4]2[C:8](=[CH:9][C:10]=1[C:11]1[CH:12]=[N:13][N:14]([CH3:16])[CH:15]=1)[NH:7][CH2:6][CH2:5]2.Br[C:18]1[C:22]2[CH2:23][N:24]([C:27](=[O:29])[CH3:28])[CH2:25][CH2:26][C:21]=2[N:20]([CH:30]2[CH2:34][CH2:33][O:32][CH2:31]2)[N:19]=1.C(O[Na])(C)(C)C.COC(C)(C)C.C1(P(C2CCCCC2)C2C=CC=CC=2C2C(OC(C)C)=CC=CC=2OC(C)C)CCCCC1, predict the reaction product. The product is: [Cl:1][C:2]1[CH:3]=[C:4]2[C:8](=[CH:9][C:10]=1[C:11]1[CH:12]=[N:13][N:14]([CH3:16])[CH:15]=1)[N:7]([C:18]1[C:22]3[CH2:23][N:24]([C:27](=[O:29])[CH3:28])[CH2:25][CH2:26][C:21]=3[N:20]([CH:30]3[CH2:34][CH2:33][O:32][CH2:31]3)[N:19]=1)[CH2:6][CH2:5]2. (6) The product is: [CH:17]([O:20][C:21]([C:23]([Cl:27])([Cl:28])[C:24]([NH:6][C:5]1[CH:7]=[CH:8][CH:9]=[C:3]([C:1]#[CH:2])[CH:4]=1)=[O:25])=[O:22])([CH3:19])[CH3:18]. Given the reactants [C:1]([C:3]1[CH:4]=[C:5]([CH:7]=[CH:8][CH:9]=1)[NH2:6])#[CH:2].C(N(CC)CC)C.[CH:17]([O:20][C:21]([C:23]([Cl:28])([Cl:27])[C:24](Cl)=[O:25])=[O:22])([CH3:19])[CH3:18], predict the reaction product. (7) Given the reactants [CH3:1][CH:2]1[CH2:7][CH2:6][NH:5][CH2:4][CH2:3]1.C(N(CC)CC)C.[Cl:15][CH2:16][C:17](Cl)=[O:18], predict the reaction product. The product is: [Cl:15][CH2:16][C:17]([N:5]1[CH2:6][CH2:7][CH:2]([CH3:1])[CH2:3][CH2:4]1)=[O:18]. (8) Given the reactants [NH2:1][C:2]1[CH:3]=[CH:4][C:5]([Br:12])=[C:6]2[C:11]=1[N:10]=[CH:9][CH:8]=[CH:7]2.[Cl:13]N1C(=O)CCC1=O, predict the reaction product. The product is: [NH2:1][C:2]1[C:3]([Cl:13])=[CH:4][C:5]([Br:12])=[C:6]2[C:11]=1[N:10]=[CH:9][CH:8]=[CH:7]2.